From a dataset of Reaction yield outcomes from USPTO patents with 853,638 reactions. Predict the reaction yield, written as a fraction of the theoretical maximum amount of product (1.0 means a 100% yield; for example, 0.34 means a 34% yield). (1) The reactants are [Cl:1][C:2]1[CH:7]=[C:6]([Cl:8])[CH:5]=[CH:4][C:3]=1[C:9]1[N:10]=[C:11](/[CH:30]=[CH:31]/[C:32]2[CH:37]=[CH:36][C:35]([C:38]3[CH:43]=[CH:42][C:41]([OH:44])=[CH:40][CH:39]=3)=[CH:34][CH:33]=2)[N:12]([CH2:14][C:15]([NH:17][CH:18]([C:20]2[C:29]3[C:24](=[CH:25][CH:26]=[CH:27][CH:28]=3)[CH:23]=[CH:22][CH:21]=2)[CH3:19])=[O:16])[CH:13]=1.Br[CH2:46][CH2:47][CH2:48][C:49]([O:51]C)=[O:50]. No catalyst specified. The product is [Cl:1][C:2]1[CH:7]=[C:6]([Cl:8])[CH:5]=[CH:4][C:3]=1[C:9]1[N:10]=[C:11](/[CH:30]=[CH:31]/[C:32]2[CH:33]=[CH:34][C:35]([C:38]3[CH:39]=[CH:40][C:41]([O:44][CH2:46][CH2:47][CH2:48][C:49]([OH:51])=[O:50])=[CH:42][CH:43]=3)=[CH:36][CH:37]=2)[N:12]([CH2:14][C:15](=[O:16])[NH:17][CH:18]([C:20]2[C:29]3[C:24](=[CH:25][CH:26]=[CH:27][CH:28]=3)[CH:23]=[CH:22][CH:21]=2)[CH3:19])[CH:13]=1. The yield is 0.530. (2) The reactants are [CH3:1][O:2][C:3]1[CH:19]=[CH:18][C:6]([CH2:7][C:8]2([CH3:17])[CH2:13][CH2:12][O:11][CH2:10]/[C:9]/2=[CH:14]\[O:15]C)=[CH:5][CH:4]=1.Cl. The catalyst is C1COCC1.O. The product is [CH3:1][O:2][C:3]1[CH:4]=[CH:5][C:6]([CH2:7][C:8]2([CH3:17])[CH2:13][CH2:12][O:11][CH2:10][CH:9]2[CH:14]=[O:15])=[CH:18][CH:19]=1. The yield is 0.836. (3) The reactants are [Cl:1][C:2]1[CH:7]=[C:6]([NH:8][C:9]2[C:10](=O)[C:11](=[O:15])[C:12]=2[O:13]C)[CH:5]=[CH:4][N:3]=1.[CH2:17](O)[CH3:18]. No catalyst specified. The product is [Cl:1][C:2]1[CH:7]=[C:6]([NH:8][C:9]2[C:12](=[O:13])[C:11](=[O:15])[C:10]=2[NH:3][C@@H:2]([C:18]2[CH:17]=[CH:11][CH:12]=[CH:9][CH:10]=2)[CH3:7])[CH:5]=[CH:4][N:3]=1. The yield is 0.720. (4) The reactants are [NH:1]1[C:5]2[CH:6]=[CH:7][CH:8]=[C:9]([N:10]3[CH2:15][CH2:14][N:13]([CH2:16][CH2:17][CH:18]([C:27]4[CH:32]=[CH:31][CH:30]=[CH:29][C:28]=4[F:33])[C:19](C4CCCCC4)=O)[CH2:12][CH2:11]3)[C:4]=2[N:3]=[CH:2]1.[CH:34]1([CH:40]([NH:65]C=O)C(C2C=CC=CC=2F)CCN2CCN(C3C=CC=CC=3OC)CC2)[CH2:39][CH2:38][CH2:37][CH2:36][CH2:35]1. No catalyst specified. The product is [NH:1]1[C:5]2[CH:6]=[CH:7][CH:8]=[C:9]([N:10]3[CH2:11][CH2:12][N:13]([CH2:16][CH2:17][CH:18]([C:27]4[CH:32]=[CH:31][CH:30]=[CH:29][C:28]=4[F:33])[CH2:19][NH:65][CH2:40][CH:34]4[CH2:39][CH2:38][CH2:37][CH2:36][CH2:35]4)[CH2:14][CH2:15]3)[C:4]=2[N:3]=[CH:2]1. The yield is 0.435. (5) The reactants are [F:1][C:2]([F:36])([F:35])[C:3]1[CH:4]=[C:5]([C:13]([CH3:34])([CH3:33])[C:14]([N:16]([C:18]2[CH:19]=[N:20][C:21](Cl)=[CH:22][C:23]=2[C:24]2[CH:29]=[CH:28][C:27]([F:30])=[CH:26][C:25]=2[CH3:31])[CH3:17])=[O:15])[CH:6]=[C:7]([C:9]([F:12])([F:11])[F:10])[CH:8]=1.[S:37]1[CH2:41][CH2:40][NH:39][CH2:38]1. The yield is 0.120. The catalyst is [OH-].[Na+]. The product is [F:1][C:2]([F:36])([F:35])[C:3]1[CH:4]=[C:5]([C:13]([CH3:34])([CH3:33])[C:14]([N:16]([C:18]2[CH:19]=[N:20][C:21]([N:39]3[CH2:40][CH2:41][S:37][CH2:38]3)=[CH:22][C:23]=2[C:24]2[CH:29]=[CH:28][C:27]([F:30])=[CH:26][C:25]=2[CH3:31])[CH3:17])=[O:15])[CH:6]=[C:7]([C:9]([F:12])([F:11])[F:10])[CH:8]=1.